From a dataset of Reaction yield outcomes from USPTO patents with 853,638 reactions. Predict the reaction yield, written as a fraction of the theoretical maximum amount of product (1.0 means a 100% yield; for example, 0.34 means a 34% yield). The reactants are [C:1]([CH2:3][C:4]([OH:6])=O)#[N:2].C(Cl)(=O)C(Cl)=O.[C:13]1([S:19]([C:22]2[CH:23]=[CH:24][C:25]3[O:30][CH2:29][CH2:28][NH:27][C:26]=3[CH:31]=2)(=[O:21])=[O:20])[CH:18]=[CH:17][CH:16]=[CH:15][CH:14]=1.C(N(CC)CC)C. The catalyst is ClCCl.CN(C)C=O. The product is [C:13]1([S:19]([C:22]2[CH:23]=[CH:24][C:25]3[O:30][CH2:29][CH2:28][N:27]([C:4](=[O:6])[CH2:3][C:1]#[N:2])[C:26]=3[CH:31]=2)(=[O:21])=[O:20])[CH:14]=[CH:15][CH:16]=[CH:17][CH:18]=1. The yield is 0.430.